This data is from Experimentally validated miRNA-target interactions with 360,000+ pairs, plus equal number of negative samples. The task is: Binary Classification. Given a miRNA mature sequence and a target amino acid sequence, predict their likelihood of interaction. (1) The miRNA is hsa-miR-1236-5p with sequence UGAGUGACAGGGGAAAUGGGGA. The protein sequence of the target gene is MLYLIGLGLGDAKDITVKGLEVVRRCSRVYLEAYTSVLTVGKEALEEFYGRKLILADREEVEQEADNIFKDADVSDVAFLVVGDPFGATTHSDLILRATKLGIPYQVIHNASIMNAVGCCGLQLYRFGETVSIVFWTDTWRPESFFDKVKRNRANGMHTLCLLDIKVKEQSLENLIRGRKIYEPPRYMSVNQAAQQLLEIVQNHRARGEEPAITEETLCVGLARVGAEDQKIAAGTLQQMCTVSLGEPLHSLVITGGNLHPLEMEMLSLFSIPESQSTDGL. Result: 0 (no interaction). (2) The miRNA is hsa-miR-484 with sequence UCAGGCUCAGUCCCCUCCCGAU. The protein sequence of the target gene is MPRGSRSRTSRMAPPASRAPQMRAAPRPAPVAQPPAAAPPSAVGSSAAAPRQPGLMAQMATTAAGVAVGSAVGHTLGHAITGGFSGGSNAEPARPDITYQEPQGTQPAQQQQPCLYEIKQFLECAQNQGDIKLCEGFNEVLKQCRLANGLA. Result: 1 (interaction). (3) Result: 0 (no interaction). The miRNA is hsa-let-7f-5p with sequence UGAGGUAGUAGAUUGUAUAGUU. The protein sequence of the target gene is MADGSPRPPLYRSVSFKLLERWSGGPGPREEDADTPGLRRRASCRPAAAVPGQPSRRVSKLASGPPAAPAQPRPLRSLSPSVRQLSRRFDAAGLDDDSTGTRDGGCSSGTTEEAAEGSERGAWPSVTEMRKLFGGPSSRRPSMDSEALGSTSPDRVSWEPPTRDPRQPPTPPPRTCFPLAGLRSARPLSGPGIEGRRRRQHQQQERAQRPADGLHSWHSFSQPQAGARASSSSSIASSYPVSRSRAASSSEEEEEGPQSQLGPQSPAYLGGHSSGSDEDPNGEDGRRWRGRGLRPGRSQL.... (4) The miRNA is cel-miR-247-3p with sequence UGACUAGAGCCUAUUCUCUUCU. The protein sequence of the target gene is MVVGRGLLGRRSLAALGAACARRGLGPALLGVFCHTDLRKNLTVDEGTMKVEVLPALTDNYMYLVIDDETKEAAIVDPVQPQKVVDAARKHGVKLTTVLTTHHHWDHAGGNEKLVKLESGLKVYGGDDRIGALTHKITHLSTLQVGSLNVKCLATPCHTSGHICYFVSKPGGSEPPAVFTGDTLFVAGCGKFYEGTADEMCKALLEVLGRLPPDTRVYCGHEYTINNLKFARHVEPGNAAIREKLAWAKEKYSIGEPTVPSTLAEEFTYNPFMRVREKTVQQHAGETDPVTTMRAVRREK.... Result: 0 (no interaction). (5) The miRNA is hsa-miR-378a-3p with sequence ACUGGACUUGGAGUCAGAAGGC. The protein sequence of the target gene is MESAITLWQFLLHLLLDQKHEHLICWTSNDGEFKLLKAEEVAKLWGLRKNKTNMNYDKLSRALRYYYDKNIIKKVIGQKFVYKFVSFPDILKMDPHAVEISRESLLLQDGDCKVSPEGREVHRHGLSSLKSASRNEYLHSGLYSSFTINSLQNAPEAFKAIKTEKLEEPCDDSPPVEEVRTVIRFVTNKTDKHITRPVVSLPSTSETAAAAASAFLASSVSAKISSLMLPNAASISSASPSSSRSPSLSPDSPLPSEHRSLFLEAACHDSDSLEPLNLSSGSKTKSPSLPPKGKKPKGLE.... Result: 0 (no interaction). (6) Result: 0 (no interaction). The miRNA is hsa-miR-1260a with sequence AUCCCACCUCUGCCACCA. The protein sequence of the target gene is MGNIFANLFKGLFGKKEMRILMVGLDAAGKTTILYKLKLGEIVTTIPTIGFNVETVEYKNISFTVWDVGGQDKIRPLWRHYFQNTQGLIFVVDSNDRERVNEAREELMRMLAEDELRDAVLLVFANKQDLPNAMNAAEITDKLGLHSLRHRNWYIQATCATSGDGLYEGLDWLSNQLRNQK. (7) The miRNA is hsa-miR-3660 with sequence ACUGACAGGAGAGCAUUUUGA. The protein sequence of the target gene is MVLIKEFRVVLPCSVQEYQVGQLYSVAEASKNETGGGEGIEVLKNEPYEKDGEKGQYTHKIYHLKSKVPAFVRMIAPEGSLVFHEKAWNAYPYCRTIVTNEYMKDDFFIKIETWHKPDLGTLENVHGLDPNTWKTVEIVHIDIADRSQVEPADYKADEDPALFQSVKTKRGPLGPNWKKELANSPDCPQMCAYKLVTIKFKWWGLQSKVENFIQKQEKRIFTNFHRQLFCWIDKWIDLTMEDIRRMEDETQKELETMRKRGSVRGTSAADV. Result: 0 (no interaction).